Predict the product of the given reaction. From a dataset of Forward reaction prediction with 1.9M reactions from USPTO patents (1976-2016). (1) The product is: [O:54]1[CH:55]=[CH:56][C:52]([C:50]2[CH:49]=[CH:48][C:25]([C:26]([NH:28][C:29]3[CH:41]=[C:40]([C:42]4[CH:47]=[CH:46][CH:45]=[CH:44][CH:43]=4)[CH:39]=[CH:38][C:30]=3[C:31]([OH:33])=[O:32])=[O:27])=[C:24]([OH:23])[CH:51]=2)=[CH:53]1. Given the reactants C1(SC)C=CC=CC=1.FC(F)(F)C(O)=O.C([O:23][C:24]1[CH:51]=[C:50]([C:52]2[CH:56]=[CH:55][O:54][CH:53]=2)[CH:49]=[CH:48][C:25]=1[C:26]([NH:28][C:29]1[CH:41]=[C:40]([C:42]2[CH:47]=[CH:46][CH:45]=[CH:44][CH:43]=2)[CH:39]=[CH:38][C:30]=1[C:31]([O:33]C(C)(C)C)=[O:32])=[O:27])C1C=CC=CC=1, predict the reaction product. (2) Given the reactants [Cl:1][C:2]1[CH:7]=[CH:6][C:5]([C:8]2[CH:9]=[C:10]([NH2:20])[CH:11]=[N:12][C:13]=2[O:14][CH2:15][C:16]([F:19])([F:18])[F:17])=[CH:4][C:3]=1[CH3:21].[CH3:22][N:23]1[CH2:28][CH2:27][O:26][C:25]2[CH:29]=[C:30]([C:33](O)=[O:34])[CH:31]=[N:32][C:24]1=2, predict the reaction product. The product is: [Cl:1][C:2]1[CH:7]=[CH:6][C:5]([C:8]2[CH:9]=[C:10]([NH:20][C:33]([C:30]3[CH:31]=[N:32][C:24]4[N:23]([CH3:22])[CH2:28][CH2:27][O:26][C:25]=4[CH:29]=3)=[O:34])[CH:11]=[N:12][C:13]=2[O:14][CH2:15][C:16]([F:17])([F:18])[F:19])=[CH:4][C:3]=1[CH3:21]. (3) Given the reactants [C:1]([C:3]1[CH:4]=[C:5]([CH:9]=[C:10]([O:12][C:13]([F:16])([F:15])[F:14])[CH:11]=1)[C:6](Cl)=[O:7])#[N:2].C(N(CC)CC)C.O[N:25]=[C:26]([C:28]1[CH:36]=[CH:35][C:34]2[NH:33][C:32]3[CH:37]([C:40]([O:42][CH2:43][CH3:44])=[O:41])[CH2:38][CH2:39][C:31]=3[C:30]=2[CH:29]=1)[NH2:27].C([O-])(O)=O.[Na+], predict the reaction product. The product is: [C:1]([C:3]1[CH:4]=[C:5]([C:6]2[O:7][N:27]=[C:26]([C:28]3[CH:36]=[CH:35][C:34]4[NH:33][C:32]5[CH:37]([C:40]([O:42][CH2:43][CH3:44])=[O:41])[CH2:38][CH2:39][C:31]=5[C:30]=4[CH:29]=3)[N:25]=2)[CH:9]=[C:10]([O:12][C:13]([F:16])([F:15])[F:14])[CH:11]=1)#[N:2]. (4) Given the reactants Cl.[CH3:2][C:3]1[C:11]2[CH2:10][O:9][C:8](=[O:12])[C:7]=2[CH:6]=[CH:5][C:4]=1[CH2:13][CH2:14][N:15]1[CH2:20][CH2:19][NH:18][CH2:17][CH2:16]1.[CH3:21][O:22][C:23]1[CH:30]=[C:29]([CH2:31][CH:32]=O)[CH:28]=[CH:27][C:24]=1[C:25]#[N:26], predict the reaction product. The product is: [CH3:21][O:22][C:23]1[CH:30]=[C:29]([CH2:31][CH2:32][N:18]2[CH2:19][CH2:20][N:15]([CH2:14][CH2:13][C:4]3[C:3]([CH3:2])=[C:11]4[C:7](=[CH:6][CH:5]=3)[C:8](=[O:12])[O:9][CH2:10]4)[CH2:16][CH2:17]2)[CH:28]=[CH:27][C:24]=1[C:25]#[N:26].